From a dataset of Reaction yield outcomes from USPTO patents with 853,638 reactions. Predict the reaction yield, written as a fraction of the theoretical maximum amount of product (1.0 means a 100% yield; for example, 0.34 means a 34% yield). (1) The reactants are F[C:2]1[CH:10]=[N:9][CH:8]=[CH:7][C:3]=1[C:4]([OH:6])=[O:5].[CH3:11][O:12][C:13]1[CH:18]=[CH:17][C:16]([NH2:19])=[CH:15][CH:14]=1.[Li+].C[Si]([N-][Si](C)(C)C)(C)C.Cl. The catalyst is C1COCC1. The product is [CH3:11][O:12][C:13]1[CH:18]=[CH:17][C:16]([NH:19][C:2]2[CH:10]=[N:9][CH:8]=[CH:7][C:3]=2[C:4]([OH:6])=[O:5])=[CH:15][CH:14]=1. The yield is 0.130. (2) The reactants are Cl.[NH2:2][OH:3].C[O-].[Na+].CO.CO[C:11](=[O:39])[C@@H:12]([NH:16][C:17](=[O:38])[C:18]1[CH:23]=[CH:22][C:21]([S:24][C:25]2[CH:30]=[CH:29][C:28]([CH2:31][N:32]3[CH2:37][CH2:36][O:35][CH2:34][CH2:33]3)=[CH:27][CH:26]=2)=[CH:20][CH:19]=1)[C@H:13]([OH:15])[CH3:14].Cl. The catalyst is CO.C1COCC1.CO. The product is [OH:15][C@H:13]([CH3:14])[C@H:12]([NH:16][C:17](=[O:38])[C:18]1[CH:23]=[CH:22][C:21]([S:24][C:25]2[CH:26]=[CH:27][C:28]([CH2:31][N:32]3[CH2:37][CH2:36][O:35][CH2:34][CH2:33]3)=[CH:29][CH:30]=2)=[CH:20][CH:19]=1)[C:11](=[O:39])[NH:2][OH:3]. The yield is 0.520. (3) The reactants are [N:1]#[C:2][NH2:3].[C:4]([O:8][C:9](=[O:24])[NH:10][CH2:11][CH2:12][CH2:13][O:14][C:15]1[CH:20]=[CH:19][C:18]([N:21]=[C:22]=[S:23])=[CH:17][CH:16]=1)([CH3:7])([CH3:6])[CH3:5].CC(C)([O-])C.[K+].Br[CH2:32][C:33]([C:35]1[CH:40]=[CH:39][C:38]([O:41][CH3:42])=[C:37]([F:43])[CH:36]=1)=[O:34]. The catalyst is C(#N)C.C(O)(C)(C)C.O. The product is [C:4]([O:8][C:9](=[O:24])[NH:10][CH2:11][CH2:12][CH2:13][O:14][C:15]1[CH:16]=[CH:17][C:18]([NH:21][C:22]2[S:23][C:32]([C:33](=[O:34])[C:35]3[CH:40]=[CH:39][C:38]([O:41][CH3:42])=[C:37]([F:43])[CH:36]=3)=[C:2]([NH2:3])[N:1]=2)=[CH:19][CH:20]=1)([CH3:7])([CH3:5])[CH3:6]. The yield is 0.990. (4) The product is [Br:1][C:2]1[C:3]([O:12][C@H:29]2[CH2:28][CH2:27][C@H:26]([CH:37]([CH3:39])[CH3:38])[CH2:31][CH2:30]2)=[N:4][C:5]([CH3:11])=[C:6]([N+:8]([O-:10])=[O:9])[CH:7]=1. The catalyst is C1COCC1. The reactants are [Br:1][C:2]1[C:3]([OH:12])=[N:4][C:5]([CH3:11])=[C:6]([N+:8]([O-:10])=[O:9])[CH:7]=1.[C:26]1(P([C:26]2[CH:31]=[CH:30][CH:29]=[CH:28][CH:27]=2)[C:26]2[CH:31]=[CH:30][CH:29]=[CH:28][CH:27]=2)[CH:31]=[CH:30][CH:29]=[CH:28][CH:27]=1.[N+](C(OC(C)C)=O)(C(O[CH:37]([CH3:39])[CH3:38])=O)=[N-]. The yield is 0.300. (5) The catalyst is [Pd].CO. The yield is 0.980. The product is [CH:1]([N:4]1[C:10]2[CH:11]=[C:12]([NH2:15])[CH:13]=[CH:14][C:9]=2[O:8][CH2:7][CH2:6][CH2:5]1)([CH3:3])[CH3:2]. The reactants are [CH:1]([N:4]1[C:10]2[CH:11]=[C:12]([N+:15]([O-])=O)[CH:13]=[CH:14][C:9]=2[O:8][CH2:7][CH2:6][CH2:5]1)([CH3:3])[CH3:2]. (6) No catalyst specified. The product is [Cl:1][C:2]1[CH:7]=[C:6]([C:8]([N:10]2[C:23]3[C:18](=[CH:19][C:20]([Cl:24])=[CH:21][CH:22]=3)[C:12]3([CH2:13][CH2:14][N:15]([CH2:34]/[CH:33]=[C:32](/[C:29]4[CH:28]=[CH:27][C:26]([Cl:25])=[CH:31][CH:30]=4)\[Cl:36])[CH2:16][CH2:17]3)[CH2:11]2)=[O:9])[CH:5]=[CH:4][N:3]=1. The reactants are [Cl:1][C:2]1[CH:7]=[C:6]([C:8]([N:10]2[C:23]3[C:18](=[CH:19][C:20]([Cl:24])=[CH:21][CH:22]=3)[C:12]3([CH2:17][CH2:16][NH:15][CH2:14][CH2:13]3)[CH2:11]2)=[O:9])[CH:5]=[CH:4][N:3]=1.[Cl:25][C:26]1[CH:31]=[CH:30][C:29](/[C:32](/[Cl:36])=[CH:33]/[CH2:34]Cl)=[CH:28][CH:27]=1. The yield is 0.640. (7) The reactants are C[O:2][C:3](=[O:24])[CH2:4][O:5][C:6]1[N:11]=[C:10]2[S:12][C:13]([C:16](=[O:21])[NH:17][CH:18]3[CH2:20][CH2:19]3)=[C:14]([NH2:15])[C:9]2=[C:8]([CH3:22])[C:7]=1[Cl:23].C[Si](C)(C)[O-].[K+]. The catalyst is C1COCC1. The product is [NH2:15][C:14]1[C:9]2[C:10](=[N:11][C:6]([O:5][CH2:4][C:3]([OH:24])=[O:2])=[C:7]([Cl:23])[C:8]=2[CH3:22])[S:12][C:13]=1[C:16](=[O:21])[NH:17][CH:18]1[CH2:20][CH2:19]1. The yield is 0.770.